Dataset: Forward reaction prediction with 1.9M reactions from USPTO patents (1976-2016). Task: Predict the product of the given reaction. (1) Given the reactants [Cl-].O[NH3+:3].[C:4](=[O:7])([O-])[OH:5].[Na+].CS(C)=O.[CH2:13]([C:17]1[N:18]=[C:19]([CH3:48])[N:20]([CH2:39][C:40]2[CH:45]=[CH:44][CH:43]=[C:42]([F:46])[C:41]=2[F:47])[C:21](=[O:38])[C:22]=1[CH2:23][C:24]1[CH:29]=[CH:28][C:27]([C:30]2[C:31]([C:36]#[N:37])=[CH:32][CH:33]=[CH:34][CH:35]=2)=[CH:26][CH:25]=1)[CH2:14][CH2:15][CH3:16], predict the reaction product. The product is: [CH2:13]([C:17]1[N:18]=[C:19]([CH3:48])[N:20]([CH2:39][C:40]2[CH:45]=[CH:44][CH:43]=[C:42]([F:46])[C:41]=2[F:47])[C:21](=[O:38])[C:22]=1[CH2:23][C:24]1[CH:25]=[CH:26][C:27]([C:30]2[CH:35]=[CH:34][CH:33]=[CH:32][C:31]=2[C:36]2[NH:3][C:4](=[O:7])[O:5][N:37]=2)=[CH:28][CH:29]=1)[CH2:14][CH2:15][CH3:16]. (2) Given the reactants [Br:1][C:2]1[C:8]([F:9])=[CH:7][C:5]([NH2:6])=[C:4]([F:10])[CH:3]=1.C(=O)([O-])[O-].[K+].[K+].Br[CH2:18][C:19]1[CH:24]=[CH:23][CH:22]=[CH:21][CH:20]=1, predict the reaction product. The product is: [CH2:18]([N:6]([CH2:18][C:19]1[CH:24]=[CH:23][CH:22]=[CH:21][CH:20]=1)[C:5]1[CH:7]=[C:8]([F:9])[C:2]([Br:1])=[CH:3][C:4]=1[F:10])[C:19]1[CH:24]=[CH:23][CH:22]=[CH:21][CH:20]=1.